Dataset: Full USPTO retrosynthesis dataset with 1.9M reactions from patents (1976-2016). Task: Predict the reactants needed to synthesize the given product. Given the product [CH3:3][O:4][C:5]1[CH:14]=[CH:13][CH:12]=[C:11]2[C:6]=1[CH2:7][C@@H:8]([CH3:20])[O:9][C:10]2([C:23]1[NH:39][CH2:37][CH2:24][N:22]=1)[CH3:15], predict the reactants needed to synthesize it. The reactants are: [H-].[Na+].[CH3:3][O:4][C:5]1[CH:14]=[CH:13][CH:12]=[C:11]2[C:6]=1[CH2:7][C@@H:8]([CH3:20])[O:9][CH:10]2[C:15](OCC)=O.C[N:22]([CH:24]=O)[CH3:23].IC.CCOC(C)=O.C(Cl)Cl.[CH2:37]([N:39](CC)CC)C.